Dataset: Catalyst prediction with 721,799 reactions and 888 catalyst types from USPTO. Task: Predict which catalyst facilitates the given reaction. (1) Reactant: [C:1]([O:5][C:6]([N:8]1[C@@H:12]([C:13]#[CH:14])[CH2:11][O:10][C:9]1([CH3:16])[CH3:15])=[O:7])([CH3:4])([CH3:3])[CH3:2].C([Li])CCC.[Cl:22][C:23]1[CH:30]=[CH:29][C:26]([CH:27]=[O:28])=[CH:25][CH:24]=1. Product: [C:1]([O:5][C:6]([N:8]1[C@@H:12]([C:13]#[C:14][CH:27]([C:26]2[CH:29]=[CH:30][C:23]([Cl:22])=[CH:24][CH:25]=2)[OH:28])[CH2:11][O:10][C:9]1([CH3:16])[CH3:15])=[O:7])([CH3:4])([CH3:3])[CH3:2]. The catalyst class is: 134. (2) Reactant: [F:1][C:2]1[C:7]([NH2:8])=[CH:6][CH:5]=[C:4]([F:9])[C:3]=1[NH:10][C:11]1[C:16]([C:17]2[N:25]=[CH:24][N:23]=[C:22]3[C:18]=2[N:19]=[CH:20][N:21]3[CH:26]2[CH2:31][CH2:30][CH2:29][CH2:28][O:27]2)=[CH:15][CH:14]=[CH:13][N:12]=1.[CH3:32][N:33]1[C:41]2[C:36](=[CH:37][C:38]([S:42](Cl)(=[O:44])=[O:43])=[CH:39][CH:40]=2)[CH:35]=[CH:34]1.N1C=CC=CC=1. Product: [F:1][C:2]1[C:3]([NH:10][C:11]2[C:16]([C:17]3[N:25]=[CH:24][N:23]=[C:22]4[C:18]=3[N:19]=[CH:20][N:21]4[CH:26]3[CH2:31][CH2:30][CH2:29][CH2:28][O:27]3)=[CH:15][CH:14]=[CH:13][N:12]=2)=[C:4]([F:9])[CH:5]=[CH:6][C:7]=1[NH:8][S:42]([C:38]1[CH:37]=[C:36]2[C:41](=[CH:40][CH:39]=1)[N:33]([CH3:32])[CH:34]=[CH:35]2)(=[O:43])=[O:44]. The catalyst class is: 4. (3) Reactant: Cl[C:2]1[CH:7]=[CH:6][C:5]([Cl:8])=[CH:4][C:3]=1[S:9][CH2:10][C:11]([OH:13])=[O:12].[Cl:14]C1C=C(S)C=CC=1Cl.[OH-].[K+].BrCC(OCC)=O. The catalyst class is: 97. Product: [Cl:8][C:5]1[CH:4]=[C:3]([S:9][CH2:10][C:11]([OH:13])=[O:12])[CH:2]=[CH:7][C:6]=1[Cl:14]. (4) Reactant: [CH2:1]([O:3][C:4](=[O:22])[CH2:5][C:6]1[CH:11]=[CH:10][CH:9]=[C:8]([O:12][C:13]2[CH:18]=[CH:17][C:16]([F:19])=[CH:15][C:14]=2[CH:20]=[O:21])[CH:7]=1)[CH3:2].[BH4-].[Na+]. Product: [CH2:1]([O:3][C:4](=[O:22])[CH2:5][C:6]1[CH:11]=[CH:10][CH:9]=[C:8]([O:12][C:13]2[CH:18]=[CH:17][C:16]([F:19])=[CH:15][C:14]=2[CH2:20][OH:21])[CH:7]=1)[CH3:2]. The catalyst class is: 5. (5) Reactant: [CH2:1]([N:8]1[CH2:13][CH2:12][N:11]([CH2:14][C:15]2[CH:20]=[CH:19][CH:18]=[CH:17][CH:16]=2)[CH2:10][CH:9]1[C:21]([O:23][CH2:24][CH3:25])=[O:22])[C:2]1[CH:7]=[CH:6][CH:5]=[CH:4][CH:3]=1.[Li+].[CH3:27]C([N-]C(C)C)C.CI. Product: [CH2:1]([N:8]1[CH2:13][CH2:12][N:11]([CH2:14][C:15]2[CH:16]=[CH:17][CH:18]=[CH:19][CH:20]=2)[CH2:10][C:9]1([CH3:27])[C:21]([O:23][CH2:24][CH3:25])=[O:22])[C:2]1[CH:3]=[CH:4][CH:5]=[CH:6][CH:7]=1. The catalyst class is: 1. (6) Reactant: [CH2:1]([O:5][CH2:6][CH2:7][O:8][C:9]1[CH:14]=[CH:13][C:12]([C:15]2[CH:16]=[CH:17][C:18]3[N:24]([CH2:25][CH:26]([CH3:28])[CH3:27])[CH2:23][CH2:22][C:21]([C:29]([NH:31][C:32]4[CH:37]=[CH:36][C:35]([S:38][CH2:39][C:40]5[N:41]([CH3:45])[CH:42]=[CH:43][N:44]=5)=[CH:34][CH:33]=4)=[O:30])=[CH:20][C:19]=3[CH:46]=2)=[CH:11][CH:10]=1)[CH2:2][CH2:3][CH3:4].ClC1C=CC=C(C(OO)=[O:55])C=1.S([O-])([O-])(=O)=S.[Na+].[Na+]. Product: [CH2:1]([O:5][CH2:6][CH2:7][O:8][C:9]1[CH:10]=[CH:11][C:12]([C:15]2[CH:16]=[CH:17][C:18]3[N:24]([CH2:25][CH:26]([CH3:27])[CH3:28])[CH2:23][CH2:22][C:21]([C:29]([NH:31][C:32]4[CH:33]=[CH:34][C:35]([S:38]([CH2:39][C:40]5[N:41]([CH3:45])[CH:42]=[CH:43][N:44]=5)=[O:55])=[CH:36][CH:37]=4)=[O:30])=[CH:20][C:19]=3[CH:46]=2)=[CH:13][CH:14]=1)[CH2:2][CH2:3][CH3:4]. The catalyst class is: 4.